Dataset: Forward reaction prediction with 1.9M reactions from USPTO patents (1976-2016). Task: Predict the product of the given reaction. (1) Given the reactants [N:1]1([CH2:6][C:7]2[CH:12]=[CH:11][C:10]([CH2:13][CH2:14][NH2:15])=[CH:9][CH:8]=2)[CH2:5][CH2:4][CH2:3][CH2:2]1.[CH:16](=O)[C:17]1[CH:22]=[CH:21][CH:20]=[CH:19][CH:18]=1, predict the reaction product. The product is: [CH2:16]([NH:15][CH2:14][CH2:13][C:10]1[CH:11]=[CH:12][C:7]([CH2:6][N:1]2[CH2:5][CH2:4][CH2:3][CH2:2]2)=[CH:8][CH:9]=1)[C:17]1[CH:22]=[CH:21][CH:20]=[CH:19][CH:18]=1. (2) Given the reactants C(O[C:4](=[O:15])[CH:5]([C:12](=O)[CH3:13])[CH2:6][C:7]([O:9]CC)=[O:8])C.[F:16][C:17]1[CH:18]=[C:19]([CH:23]=[CH:24][C:25]=1[O:26][CH3:27])[C:20](=[NH:22])[NH2:21].[O-]CC.[Na+], predict the reaction product. The product is: [F:16][C:17]1[CH:18]=[C:19]([C:20]2[N:21]=[C:4]([OH:15])[C:5]([CH2:6][C:7]([OH:9])=[O:8])=[C:12]([CH3:13])[N:22]=2)[CH:23]=[CH:24][C:25]=1[O:26][CH3:27]. (3) Given the reactants C(OC(=O)[NH:7][CH2:8][CH2:9][C:10]1[CH:15]=[CH:14][C:13]([O:16][CH2:17][CH2:18][C:19]2[CH:24]=[CH:23][C:22]([O:25][CH2:26][C:27]3[CH:32]=[CH:31][CH:30]=[CH:29][CH:28]=3)=[C:21]([C@@H:33]([C:43]3[CH:48]=[CH:47][CH:46]=[CH:45][CH:44]=3)[CH2:34][CH2:35][N:36]([CH:40]([CH3:42])[CH3:41])[CH:37]([CH3:39])[CH3:38])[CH:20]=2)=[CH:12][CH:11]=1)(C)(C)C.[ClH:50], predict the reaction product. The product is: [ClH:50].[ClH:50].[NH2:7][CH2:8][CH2:9][C:10]1[CH:15]=[CH:14][C:13]([O:16][CH2:17][CH2:18][C:19]2[CH:24]=[CH:23][C:22]([O:25][CH2:26][C:27]3[CH:28]=[CH:29][CH:30]=[CH:31][CH:32]=3)=[C:21]([C@@H:33]([C:43]3[CH:44]=[CH:45][CH:46]=[CH:47][CH:48]=3)[CH2:34][CH2:35][N:36]([CH:40]([CH3:42])[CH3:41])[CH:37]([CH3:39])[CH3:38])[CH:20]=2)=[CH:12][CH:11]=1. (4) Given the reactants [CH:1]([O:4][C:5]([C:7]1[N:8]([CH:12]2[C:21]3[C:16](=[CH:17][CH:18]=[C:19]([NH2:22])[CH:20]=3)[CH2:15][CH2:14][CH2:13]2)[CH:9]=[N:10][CH:11]=1)=[O:6])([CH3:3])[CH3:2].N1C=CC=CC=1.[C:29](Cl)(=[O:31])[CH3:30], predict the reaction product. The product is: [CH:1]([O:4][C:5]([C:7]1[N:8]([CH:12]2[C:21]3[C:16](=[CH:17][CH:18]=[C:19]([NH:22][C:29](=[O:31])[CH3:30])[CH:20]=3)[CH2:15][CH2:14][CH2:13]2)[CH:9]=[N:10][CH:11]=1)=[O:6])([CH3:3])[CH3:2]. (5) Given the reactants [CH:1]12[N:8]([C:9]3[CH:16]=[CH:15][C:12]([C:13]#[N:14])=[CH:11][C:10]=3[C:17]([F:20])([F:19])[F:18])[CH:5]([CH2:6][CH2:7]1)[CH2:4][CH2:3][CH2:2]2.[H-].[H-].[H-].[H-].[Li+].[Al+3], predict the reaction product. The product is: [CH:5]12[N:8]([C:9]3[CH:16]=[CH:15][C:12]([CH2:13][NH2:14])=[CH:11][C:10]=3[C:17]([F:20])([F:18])[F:19])[CH:1]([CH2:7][CH2:6]1)[CH2:2][CH2:3][CH2:4]2. (6) Given the reactants [CH:1]1([C:4]([NH:6][C:7]2[S:11][C:10]3[CH2:12][C:13](=[O:16])[CH2:14][CH2:15][C:9]=3[C:8]=2[C:17]([NH2:19])=[O:18])=[O:5])[CH2:3][CH2:2]1.O.[CH3:21][C:22]#N, predict the reaction product. The product is: [CH:1]1([C:4]([NH:6][C:7]2[S:11][C:10]3[CH:12]=[C:13]([O:16][CH2:21][CH3:22])[CH:14]=[CH:15][C:9]=3[C:8]=2[C:17]([NH2:19])=[O:18])=[O:5])[CH2:2][CH2:3]1. (7) Given the reactants [CH2:1]([CH:3]([N:6]1[CH2:11][CH2:10][NH:9][CH2:8][CH2:7]1)[CH2:4][CH3:5])[CH3:2].Cl[C:13]([O:15][C:16]1[CH:21]=[CH:20][C:19]([O:22][CH3:23])=[CH:18][CH:17]=1)=[O:14], predict the reaction product. The product is: [CH3:23][O:22][C:19]1[CH:20]=[CH:21][C:16]([O:15][C:13]([N:9]2[CH2:10][CH2:11][N:6]([CH:3]([CH2:4][CH3:5])[CH2:1][CH3:2])[CH2:7][CH2:8]2)=[O:14])=[CH:17][CH:18]=1.